Dataset: Full USPTO retrosynthesis dataset with 1.9M reactions from patents (1976-2016). Task: Predict the reactants needed to synthesize the given product. (1) Given the product [Cl:6][CH:7]([Cl:10])[C:8]1[O:18][CH2:17][CH:15]([C:14]([O:13][CH3:12])=[O:19])[N:9]=1, predict the reactants needed to synthesize it. The reactants are: CO.C[O-].[Na+].[Cl:6][CH:7]([Cl:10])[C:8]#[N:9].Cl.[CH3:12][O:13][C:14](=[O:19])[CH:15]([CH2:17][OH:18])N. (2) Given the product [CH3:33][N:17]([CH3:16])[CH2:18][CH2:19][NH:20][C:21]1[N:22]=[N+:23]([O-:32])[C:24]2[CH:30]=[CH:29][C:28]([CH3:31])=[CH:27][C:25]=2[N+:26]=1[O-:6], predict the reactants needed to synthesize it. The reactants are: OO.FC(F)(F)C(OC(=O)C(F)(F)F)=[O:6].[CH3:16][N:17]([CH3:33])[CH2:18][CH2:19][NH:20][C:21]1[N:22]=[N+:23]([O-:32])[C:24]2[CH:30]=[CH:29][C:28]([CH3:31])=[CH:27][C:25]=2[N:26]=1.FC(F)(F)C(O)=O. (3) Given the product [CH2:1]([O:8][C:9]([N:11]1[CH2:16][CH2:15][CH:14]([C:17]2[O:29][C:20]3[C:21]([C:25]([O:27][CH3:28])=[O:26])=[CH:22][CH:23]=[CH:24][C:19]=3[N:18]=2)[CH2:13][CH2:12]1)=[O:10])[C:2]1[CH:7]=[CH:6][CH:5]=[CH:4][CH:3]=1, predict the reactants needed to synthesize it. The reactants are: [CH2:1]([O:8][C:9]([N:11]1[CH2:16][CH2:15][CH:14]([C:17](=O)[NH:18][C:19]2[CH:24]=[CH:23][CH:22]=[C:21]([C:25]([O:27][CH3:28])=[O:26])[C:20]=2[OH:29])[CH2:13][CH2:12]1)=[O:10])[C:2]1[CH:7]=[CH:6][CH:5]=[CH:4][CH:3]=1.C(=O)(O)[O-].[Na+].